Dataset: Catalyst prediction with 721,799 reactions and 888 catalyst types from USPTO. Task: Predict which catalyst facilitates the given reaction. (1) Reactant: [NH:1]1[C:9]2[C:4](=[CH:5][C:6]([NH:10][C:11]3[CH:20]=[CH:19][C:18]([CH:21]4[CH2:23][CH2:22]4)=[CH:17][C:12]=3[C:13]([O:15]C)=[O:14])=[CH:7][CH:8]=2)[CH:3]=[CH:2]1.[OH-].[Na+].Cl.C(OCC)(=O)C. Product: [NH:1]1[C:9]2[C:4](=[CH:5][C:6]([NH:10][C:11]3[CH:20]=[CH:19][C:18]([CH:21]4[CH2:22][CH2:23]4)=[CH:17][C:12]=3[C:13]([OH:15])=[O:14])=[CH:7][CH:8]=2)[CH:3]=[CH:2]1. The catalyst class is: 111. (2) Reactant: [N:1]([CH2:4][CH2:5][CH2:6][C:7]([CH:9]1[C:14](=[O:15])[O:13][C:12]([CH3:17])(C)OC1=O)=[O:8])=[N+:2]=[N-:3].OCC[C:22]#[N:23].C(=O)=O. Product: [C:22]([CH2:17][CH2:12][O:13][C:14](=[O:15])[CH2:9][C:7](=[O:8])[CH2:6][CH2:5][CH2:4][N:1]=[N+:2]=[N-:3])#[N:23]. The catalyst class is: 2. (3) Reactant: [OH:1][C:2]1[C:7]([CH2:8]C)=[CH:6][C:5]([N:10]=[CH:11][N:12]([CH3:14])[CH3:13])=[C:4]([CH2:15]C)[CH:3]=1.[H-].[Na+].Cl[CH2:20][CH2:21][CH2:22][Si:23]([CH3:26])([CH3:25])[CH3:24].C(OCC)C. Product: [CH3:15][C:4]1[CH:3]=[C:2]([O:1][CH2:20][CH2:21][CH2:22][Si:23]([CH3:26])([CH3:25])[CH3:24])[C:7]([CH3:8])=[CH:6][C:5]=1[N:10]=[CH:11][N:12]([CH3:13])[CH3:14]. The catalyst class is: 12. (4) Reactant: CN(C(ON1N=[N:16][C:11]2[CH:12]=C[CH:14]=[N:15][C:10]1=2)=[N+](C)C)C.F[P-](F)(F)(F)(F)F.NC1C=CC(N2C=C[C:35]([O:38][CH2:39][C:40]3[CH:45]=[CH:44][C:43]([Cl:46])=[CH:42][CH:41]=3)=CC2=O)=CC=1NC.[CH:50]([N:53]([CH2:57][CH3:58])[CH:54]([CH3:56])[CH3:55])([CH3:52])C.[CH3:59][C:60](O)=O.CN(C=[O:67])C. Product: [Cl:46][C:43]1[CH:42]=[CH:41][C:40]([CH2:39][O:38][C:35]2[CH:58]=[CH:57][N:53]([C:54]3[CH:55]=[CH:12][C:11]4[N:16]=[C:60]([CH3:59])[N:15]([CH3:14])[C:10]=4[CH:56]=3)[C:50](=[O:67])[CH:52]=2)=[CH:45][CH:44]=1. The catalyst class is: 6. (5) Reactant: [F:1][C:2]([F:15])([F:14])[C:3]1[CH:12]=[C:11]2[C:6]([CH2:7][CH2:8][NH:9][C:10]2=[O:13])=[CH:5][CH:4]=1.Br[C:17]1[C:26]2[C:21](=[CH:22][CH:23]=[CH:24][CH:25]=2)[CH:20]=[N:19][CH:18]=1.P([O-])([O-])([O-])=O.[K+].[K+].[K+]. Product: [F:15][C:2]([F:1])([F:14])[C:3]1[CH:12]=[C:11]2[C:6]([CH2:7][CH2:8][N:9]([C:17]3[C:26]4[C:21](=[CH:22][CH:23]=[CH:24][CH:25]=4)[CH:20]=[N:19][CH:18]=3)[C:10]2=[O:13])=[CH:5][CH:4]=1. The catalyst class is: 246. (6) Reactant: CSC.B.B1(C)OC(C2C=CC=CC=2)(C2C=CC=CC=2)[C@H]2N1CCC2.[CH3:26][C:27]1[C:45]([C:46]([F:49])([F:48])[F:47])=[CH:44][C:30]2[N:31]([C:37]([O:39][C:40]([CH3:43])([CH3:42])[CH3:41])=[O:38])[CH2:32][CH2:33][CH2:34][C:35](=[O:36])[C:29]=2[CH:28]=1.CO. Product: [OH:36][C@@H:35]1[CH2:34][CH2:33][CH2:32][N:31]([C:37]([O:39][C:40]([CH3:43])([CH3:42])[CH3:41])=[O:38])[C:30]2[CH:44]=[C:45]([C:46]([F:49])([F:47])[F:48])[C:27]([CH3:26])=[CH:28][C:29]1=2. The catalyst class is: 4. (7) Reactant: [OH:1][C:2]1[CH:10]=[CH:9][C:5]([C:6](O)=[O:7])=[CH:4][C:3]=1[O:11][CH3:12]. Product: [OH:1][C:2]1[CH:10]=[CH:9][C:5]([CH:6]=[O:7])=[CH:4][C:3]=1[O:11][CH3:12]. The catalyst class is: 801.